From a dataset of Full USPTO retrosynthesis dataset with 1.9M reactions from patents (1976-2016). Predict the reactants needed to synthesize the given product. (1) Given the product [F:1][C:2]1[C:7]([F:8])=[CH:6][CH:5]=[CH:4][C:3]=1[C:9]1[N:17]=[C:12]2[CH:13]=[N:14][N:15]([CH2:19][C:20]3[CH:21]=[CH:22][C:23]([C:24]([NH:26][C:27]4[CH:32]=[CH:31][C:30]([O:33][CH3:34])=[CH:29][CH:28]=4)=[O:25])=[CH:35][CH:36]=3)[CH:16]=[C:11]2[N:10]=1, predict the reactants needed to synthesize it. The reactants are: [F:1][C:2]1[C:7]([F:8])=[CH:6][CH:5]=[CH:4][C:3]=1[C:9]1[N:17]=[C:12]2[CH:13]=[N:14][NH:15][CH:16]=[C:11]2[N:10]=1.Cl[CH2:19][C:20]1[CH:36]=[CH:35][C:23]([C:24]([NH:26][C:27]2[CH:32]=[CH:31][C:30]([O:33][CH3:34])=[CH:29][CH:28]=2)=[O:25])=[CH:22][CH:21]=1. (2) Given the product [C@@H:4]12[N:7]([C:8]([O:10][C:11]([CH3:14])([CH3:13])[CH3:12])=[O:9])[C@@H:1]([CH2:6][CH2:5]1)[CH:2]([C:19]([O:21][CH3:22])=[O:20])[CH:3]2[C:15]([O:17][CH3:18])=[O:16], predict the reactants needed to synthesize it. The reactants are: [C@@H:1]12[N:7]([C:8]([O:10][C:11]([CH3:14])([CH3:13])[CH3:12])=[O:9])[C@@H:4]([CH:5]=[CH:6]1)[C:3]([C:15]([O:17][CH3:18])=[O:16])=[C:2]2[C:19]([O:21][CH3:22])=[O:20]. (3) The reactants are: [NH2:1][C:2]1[CH:7]=[CH:6][CH:5]=[CH:4][C:3]=1[C:8]1[NH:9][C:10]2[C:15]([CH:16]=1)=[CH:14][CH:13]=[CH:12][CH:11]=2.[C:17]1([CH2:23][C:24](O)=[O:25])[CH:22]=[CH:21][CH:20]=[CH:19][CH:18]=1. Given the product [NH:9]1[C:10]2[C:15](=[CH:14][CH:13]=[CH:12][CH:11]=2)[CH:16]=[C:8]1[C:3]1[CH:4]=[CH:5][CH:6]=[CH:7][C:2]=1[NH:1][C:24](=[O:25])[CH2:23][C:17]1[CH:22]=[CH:21][CH:20]=[CH:19][CH:18]=1, predict the reactants needed to synthesize it. (4) The reactants are: [C:1]([C:4]1[CH:5]=[N:6][C:7]2[C:12]([C:13]=1[NH:14][C@H:15]1[CH2:20][CH2:19][C@H:18]([NH:21][C:22](=[O:28])[O:23][C:24]([CH3:27])([CH3:26])[CH3:25])[CH2:17][CH2:16]1)=[CH:11][C:10](Br)=[CH:9][CH:8]=2)(=[O:3])[CH3:2].[Cl:30][C:31]1[CH:36]=[C:35](B2CC(C)(C)C(C)(C)C2)[CH:34]=[C:33]([O:46][CH3:47])[C:32]=1[OH:48]. Given the product [C:1]([C:4]1[CH:5]=[N:6][C:7]2[C:12]([C:13]=1[NH:14][C@H:15]1[CH2:20][CH2:19][C@H:18]([NH:21][C:22](=[O:28])[O:23][C:24]([CH3:27])([CH3:26])[CH3:25])[CH2:17][CH2:16]1)=[CH:11][C:10]([C:35]1[CH:34]=[C:33]([O:46][CH3:47])[C:32]([OH:48])=[C:31]([Cl:30])[CH:36]=1)=[CH:9][CH:8]=2)(=[O:3])[CH3:2], predict the reactants needed to synthesize it.